Predict the reaction yield, written as a fraction of the theoretical maximum amount of product (1.0 means a 100% yield; for example, 0.34 means a 34% yield). From a dataset of Reaction yield outcomes from USPTO patents with 853,638 reactions. (1) The reactants are [CH2:1]([O:3][C:4]([C:6]1[C:11](=[O:12])[N:10]([CH2:13][C:14]2[CH:19]=[CH:18][CH:17]=[C:16]([F:20])[CH:15]=2)[C:9]2[CH:21]=[CH:22][S:23][C:8]=2[C:7]=1Cl)=[O:5])[CH3:2].[NH:25]1[CH2:30][CH2:29][NH:28][CH2:27][CH2:26]1. The catalyst is ClCCl. The product is [CH2:1]([O:3][C:4]([C:6]1[C:11](=[O:12])[N:10]([CH2:13][C:14]2[CH:19]=[CH:18][CH:17]=[C:16]([F:20])[CH:15]=2)[C:9]2[CH:21]=[CH:22][S:23][C:8]=2[C:7]=1[N:25]1[CH2:30][CH2:29][NH:28][CH2:27][CH2:26]1)=[O:5])[CH3:2]. The yield is 0.840. (2) The reactants are [Br:1][C:2]1[CH:3]=[C:4]([CH:7]=[CH:8][CH:9]=1)[CH2:5]Br.[C:10]1([CH:16]2[O:21][CH2:20][CH2:19][NH:18][CH2:17]2)[CH:15]=[CH:14][CH:13]=[CH:12][CH:11]=1.C(=O)([O-])[O-].[K+].[K+]. The catalyst is C(#N)C. The product is [Br:1][C:2]1[CH:3]=[C:4]([CH:7]=[CH:8][CH:9]=1)[CH2:5][N:18]1[CH2:19][CH2:20][O:21][CH:16]([C:10]2[CH:15]=[CH:14][CH:13]=[CH:12][CH:11]=2)[CH2:17]1. The yield is 0.650.